From a dataset of Catalyst prediction with 721,799 reactions and 888 catalyst types from USPTO. Predict which catalyst facilitates the given reaction. Product: [O:27]=[C:25]([N:59]1[CH2:60][CH2:61][CH:56]([O:55][C:54]2[CH:53]=[C:52]([F:51])[C:64]([F:65])=[C:63]([F:66])[CH:62]=2)[CH2:57][CH2:58]1)[CH2:24][NH:23][C:21]([C:18]1[CH:17]=[C:16]([C:10]2[CH:11]=[CH:12][CH:13]=[CH:14][CH:15]=2)[NH:20][N:19]=1)=[O:22]. The catalyst class is: 18. Reactant: CCN(C(C)C)C(C)C.[C:10]1([C:16]2[NH:20][N:19]=[C:18]([C:21]([NH:23][CH2:24][C:25]([OH:27])=O)=[O:22])[CH:17]=2)[CH:15]=[CH:14][CH:13]=[CH:12][CH:11]=1.C1C=CC2N(O)N=NC=2C=1.CCN=C=NCCCN(C)C.Cl.Cl.[F:51][C:52]1[CH:53]=[C:54]([CH:62]=[C:63]([F:66])[C:64]=1[F:65])[O:55][CH:56]1[CH2:61][CH2:60][NH:59][CH2:58][CH2:57]1.